This data is from Rat liver microsome stability data. The task is: Regression/Classification. Given a drug SMILES string, predict its absorption, distribution, metabolism, or excretion properties. Task type varies by dataset: regression for continuous measurements (e.g., permeability, clearance, half-life) or binary classification for categorical outcomes (e.g., BBB penetration, CYP inhibition). Dataset: rlm. The drug is COc1cc(OC(F)F)c(Cl)c2c1C(=O)[C@@]1(O2)C(OCc2ccccc2)=CC(=O)C[C@H]1C. The result is 0 (unstable in rat liver microsomes).